The task is: Predict which catalyst facilitates the given reaction.. This data is from Catalyst prediction with 721,799 reactions and 888 catalyst types from USPTO. (1) Reactant: [Cl:1][C:2]1[CH:3]=[C:4]([N+:15]([O-:17])=[O:16])[C:5]([NH:8][CH2:9][C@@H:10]2[CH2:14][CH2:13][NH:12][CH2:11]2)=[N:6][CH:7]=1.C(N(C(C)C)CC)(C)C.[CH:27]1([C:30](Cl)=[O:31])[CH2:29][CH2:28]1. Product: [Cl:1][C:2]1[CH:3]=[C:4]([N+:15]([O-:17])=[O:16])[C:5]([NH:8][CH2:9][C@@H:10]2[CH2:14][CH2:13][N:12]([C:30]([CH:27]3[CH2:29][CH2:28]3)=[O:31])[CH2:11]2)=[N:6][CH:7]=1. The catalyst class is: 4. (2) Product: [OH:8][C:9]1[CH:14]=[CH:13][N:12]([CH2:15][CH2:16][C:17]2[CH:22]=[CH:21][C:20]([CH2:23][N:24]3[CH2:28][CH2:27][CH2:26][CH2:25]3)=[CH:19][CH:18]=2)[C:11](=[O:29])[CH:10]=1. The catalyst class is: 847. Reactant: C([O:8][C:9]1[CH:14]=[CH:13][N:12]([CH2:15][CH2:16][C:17]2[CH:22]=[CH:21][C:20]([CH2:23][N:24]3[CH2:28][CH2:27][CH2:26][CH2:25]3)=[CH:19][CH:18]=2)[C:11](=[O:29])[CH:10]=1)C1C=CC=CC=1.